This data is from Reaction yield outcomes from USPTO patents with 853,638 reactions. The task is: Predict the reaction yield, written as a fraction of the theoretical maximum amount of product (1.0 means a 100% yield; for example, 0.34 means a 34% yield). (1) The product is [C:10]([O:8][C:4]1[CH:5]=[CH:6][CH:7]=[C:2]([NH:1][C:20](=[O:23])[CH3:21])[CH:3]=1)(=[O:11])[CH3:9]. No catalyst specified. The yield is 0.930. The reactants are [NH2:1][C:2]1[CH:3]=[C:4]([OH:8])[CH:5]=[CH:6][CH:7]=1.[CH3:9][C:10](OC(C)=O)=[O:11].N1[CH:21]=[CH:20]C=CC=1.C([O-])(O)=[O:23].[Na+]. (2) The reactants are [F:1][C:2]1[CH:7]=[N:6][C:5]2[NH:8][CH:9]=[CH:10][C:4]=2[C:3]=1[C:11](OC)=[O:12].[H-].[Al+3].[Li+].[H-].[H-].[H-]. The catalyst is C1COCC1. The product is [F:1][C:2]1[C:3]([CH2:11][OH:12])=[C:4]2[CH:10]=[CH:9][NH:8][C:5]2=[N:6][CH:7]=1. The yield is 0.980. (3) The reactants are [Br:1][C:2]1[CH:3]=[C:4]2[CH:10]=[CH:9][N:8]([S:11]([C:14]3[CH:19]=[CH:18][CH:17]=[CH:16][CH:15]=3)(=[O:13])=[O:12])[C:5]2=[N:6][CH:7]=1.[Li+].CC([N-]C(C)C)C.Cl[Si:29]([CH3:32])([CH3:31])[CH3:30].C(OCC)(=O)C. The catalyst is C1COCC1. The product is [Br:1][C:2]1[CH:3]=[C:4]2[CH:10]=[C:9]([Si:29]([CH3:32])([CH3:31])[CH3:30])[N:8]([S:11]([C:14]3[CH:19]=[CH:18][CH:17]=[CH:16][CH:15]=3)(=[O:12])=[O:13])[C:5]2=[N:6][CH:7]=1. The yield is 0.660. (4) The reactants are [N:1]1([CH2:6][CH2:7][NH2:8])[CH2:5][CH2:4][CH2:3][CH2:2]1.Cl[C:10]1[N:11]=[N+:12]([O-:20])[C:13]2[CH:19]=[CH:18][CH:17]=[CH:16][C:14]=2[N:15]=1. The catalyst is COCCOC. The product is [N:1]1([CH2:6][CH2:7][NH:8][C:10]2[N:11]=[N+:12]([O-:20])[C:13]3[CH:19]=[CH:18][CH:17]=[CH:16][C:14]=3[N:15]=2)[CH2:5][CH2:4][CH2:3][CH2:2]1. The yield is 0.940.